Predict the product of the given reaction. From a dataset of Forward reaction prediction with 1.9M reactions from USPTO patents (1976-2016). (1) Given the reactants C[Si](C)(C)N[Si](C)(C)C.[K].[CH:11]([OH:14])([CH3:13])[CH3:12].F[C:16]1[CH:23]=[CH:22][C:19]([C:20]#[N:21])=[CH:18][C:17]=1[N+:24]([O-:26])=[O:25].O, predict the reaction product. The product is: [CH:11]([O:14][C:16]1[CH:23]=[CH:22][C:19]([C:20]#[N:21])=[CH:18][C:17]=1[N+:24]([O-:26])=[O:25])([CH3:13])[CH3:12]. (2) Given the reactants [ClH:1].[C:2]([O:5][C@H:6]1[C@H:10]([O:11][C:12](=[O:14])[CH3:13])[C@H:9]([C:15]2[CH:20]=[CH:19][C:18]([NH:21]C(OC(C)(C)C)=O)=[CH:17][CH:16]=2)[N:8]([C:29]2[CH:34]=[CH:33][C:32]([F:35])=[CH:31][CH:30]=2)[C@H:7]1[C:36]1[CH:41]=[CH:40][C:39]([NH:42]C(OC(C)(C)C)=O)=[CH:38][CH:37]=1)(=[O:4])[CH3:3].CCOCC, predict the reaction product. The product is: [ClH:1].[ClH:1].[C:12]([O:11][C@H:10]1[C@H:6]([O:5][C:2](=[O:4])[CH3:3])[C@H:7]([C:36]2[CH:37]=[CH:38][C:39]([NH2:42])=[CH:40][CH:41]=2)[N:8]([C:29]2[CH:34]=[CH:33][C:32]([F:35])=[CH:31][CH:30]=2)[C@H:9]1[C:15]1[CH:16]=[CH:17][C:18]([NH2:21])=[CH:19][CH:20]=1)(=[O:14])[CH3:13]. (3) Given the reactants [C:1](Cl)(=[O:6])[CH2:2][C:3](Cl)=[O:4].[CH:8]1([CH2:11][CH2:12][NH:13][C:14]([NH:16][CH2:17][CH2:18][CH:19]2[CH2:21][CH2:20]2)=[O:15])[CH2:10][CH2:9]1, predict the reaction product. The product is: [CH:8]1([CH2:11][CH2:12][N:13]2[C:3](=[O:4])[CH2:2][C:1](=[O:6])[N:16]([CH2:17][CH2:18][CH:19]3[CH2:20][CH2:21]3)[C:14]2=[O:15])[CH2:9][CH2:10]1. (4) Given the reactants C([O:8][C@@H:9]1[C@@H:17]([C@@:18]([OH:24])([CH3:23])[C:19]([F:22])([F:21])[F:20])[O:16][C@H:15]2[C@H:11]([N:12]=[C:13]([N:25]([CH2:33][CH3:34])C(=O)OC(C)(C)C)[S:14]2)[C@H:10]1[F:35])C1C=CC=CC=1.B(Cl)(Cl)Cl, predict the reaction product. The product is: [CH2:33]([NH:25][C:13]1[S:14][C@H:15]2[O:16][C@H:17]([C@@:18]([OH:24])([CH3:23])[C:19]([F:22])([F:21])[F:20])[C@@H:9]([OH:8])[C@H:10]([F:35])[C@H:11]2[N:12]=1)[CH3:34]. (5) Given the reactants [NH2:1][C:2]1[N:7]=[C:6]([CH3:8])[C:5]([CH2:9][NH:10][C:11](=[O:30])[C:12]2[CH:17]=[CH:16][N:15]=[C:14]([CH2:18][C:19]3[CH:20]=[C:21]4[C:26](=[CH:27][CH:28]=3)[N:25]=[CH:24][C:23]([Cl:29])=[CH:22]4)[CH:13]=2)=[CH:4][C:3]=1[C:31]#[N:32].C([O-])([O-])=[O:34].[K+].[K+].OO, predict the reaction product. The product is: [NH2:1][C:2]1[N:7]=[C:6]([CH3:8])[C:5]([CH2:9][NH:10][C:11](=[O:30])[C:12]2[CH:17]=[CH:16][N:15]=[C:14]([CH2:18][C:19]3[CH:20]=[C:21]4[C:26](=[CH:27][CH:28]=3)[N:25]=[CH:24][C:23]([Cl:29])=[CH:22]4)[CH:13]=2)=[CH:4][C:3]=1[C:31]([NH2:32])=[O:34]. (6) Given the reactants [CH:1]1([C:7]2[C:8]3[CH:9]=[CH:10][C:11]([C:35]([O:37][CH3:38])=[O:36])=[CH:12][C:13]=3[N:14]3[C:21]=2[C:20]2[CH:22]=[CH:23][C:24]([O:26][CH2:27][C:28]4[CH:33]=[CH:32][CH:31]=[CH:30][N:29]=4)=[CH:25][C:19]=2[O:18][CH2:17][C@@H:16](O)[CH2:15]3)[CH2:6][CH2:5][CH2:4][CH2:3][CH2:2]1.C1C=CC(P(C2C=CC=CC=2)C2C=CC=CC=2)=CC=1.CCN(C(C)C)C(C)C.C1C=CC(P([N:81]=[N+:82]=[N-:83])(C2C=CC=CC=2)=O)=CC=1, predict the reaction product. The product is: [N:81]([C@@H:16]1[CH2:15][N:14]2[C:13]3[CH:12]=[C:11]([C:35]([O:37][CH3:38])=[O:36])[CH:10]=[CH:9][C:8]=3[C:7]([CH:1]3[CH2:2][CH2:3][CH2:4][CH2:5][CH2:6]3)=[C:21]2[C:20]2[CH:22]=[CH:23][C:24]([O:26][CH2:27][C:28]3[CH:33]=[CH:32][CH:31]=[CH:30][N:29]=3)=[CH:25][C:19]=2[O:18][CH2:17]1)=[N+:82]=[N-:83]. (7) The product is: [Cl:46][C:47]1[CH:52]=[CH:51][C:50]([C:53]2[O:57][N:56]=[C:55]([C:58]([N:40]3[CH2:39][C@H:38]([CH2:41][CH:42]([CH3:44])[CH3:43])[NH:37][C:36](=[O:45])[C@@H:35]3[CH2:31][CH:32]([CH3:34])[CH3:33])=[O:59])[CH:54]=2)=[C:49]([F:61])[CH:48]=1. Given the reactants FC1C=C(C2ON=C(C(N3C[C@H](CC(C)C)NC(=O)[C@@H]3CC(C)C)=O)C=2)C=CC=1F.[CH2:31]([C@@H:35]1[NH:40][CH2:39][C@H:38]([CH2:41][CH:42]([CH3:44])[CH3:43])[NH:37][C:36]1=[O:45])[CH:32]([CH3:34])[CH3:33].[Cl:46][C:47]1[CH:52]=[CH:51][C:50]([C:53]2[O:57][N:56]=[C:55]([C:58](O)=[O:59])[CH:54]=2)=[C:49]([F:61])[CH:48]=1, predict the reaction product.